Task: Predict the reactants needed to synthesize the given product.. Dataset: Full USPTO retrosynthesis dataset with 1.9M reactions from patents (1976-2016) Given the product [CH3:50][O:49][C:45]1[CH:44]=[C:43]([C:41]2[NH:40][N:39]=[C:38]([NH:37][C:35](=[O:36])[CH2:34][CH2:33][CH2:32][N:51]3[CH2:56][CH2:55][O:54][CH2:53][CH2:52]3)[CH:42]=2)[CH:48]=[CH:47][CH:46]=1, predict the reactants needed to synthesize it. The reactants are: BrCCCC(Cl)=O.COC1C=C(C2C=C(N)NN=2)C=CC=1.C(N(C(C)C)CC)(C)C.Br[CH2:32][CH2:33][CH2:34][C:35]([NH:37][C:38]1[CH:42]=[C:41]([C:43]2[CH:48]=[CH:47][CH:46]=[C:45]([O:49][CH3:50])[CH:44]=2)[NH:40][N:39]=1)=[O:36].[NH:51]1[CH2:56][CH2:55][O:54][CH2:53][CH2:52]1.